From a dataset of Full USPTO retrosynthesis dataset with 1.9M reactions from patents (1976-2016). Predict the reactants needed to synthesize the given product. Given the product [CH3:16][O:17][C:18](=[O:21])[CH:19]=[CH:20][C:11](=[C:12]([NH:7][CH2:6][CH:1]1[CH2:5][CH2:4][CH2:3][CH2:2]1)[CH3:13])[C:10]([O:9][CH3:8])=[O:15], predict the reactants needed to synthesize it. The reactants are: [CH:1]1([CH2:6][NH2:7])[CH2:5][CH2:4][CH2:3][CH2:2]1.[CH3:8][O:9][C:10](=[O:15])[CH2:11][C:12](=O)[CH3:13].[CH3:16][O:17][C:18](=[O:21])[C:19]#[CH:20].